From a dataset of Forward reaction prediction with 1.9M reactions from USPTO patents (1976-2016). Predict the product of the given reaction. (1) Given the reactants [CH:1]1([N:4]([CH:23]2[CH2:28][CH2:27][NH:26][CH2:25][CH2:24]2)[C:5]([C:7]2[CH:8]=[N:9][C:10]([C:13]3[CH:18]=[CH:17][C:16]([S:19]([CH3:22])(=[O:21])=[O:20])=[CH:15][CH:14]=3)=[N:11][CH:12]=2)=[O:6])[CH2:3][CH2:2]1.Cl[C:30]1[N:35]=[CH:34][C:33]([CH2:36][CH3:37])=[CH:32][N:31]=1, predict the reaction product. The product is: [CH:1]1([N:4]([CH:23]2[CH2:28][CH2:27][N:26]([C:30]3[N:35]=[CH:34][C:33]([CH2:36][CH3:37])=[CH:32][N:31]=3)[CH2:25][CH2:24]2)[C:5]([C:7]2[CH:12]=[N:11][C:10]([C:13]3[CH:18]=[CH:17][C:16]([S:19]([CH3:22])(=[O:21])=[O:20])=[CH:15][CH:14]=3)=[N:9][CH:8]=2)=[O:6])[CH2:3][CH2:2]1. (2) Given the reactants [Cl:1][C:2]1[CH:7]=[CH:6][C:5]([O:8][C:9]2[C:14]([C:15]3[CH:20]=[CH:19][N:18]=[C:17]([NH:21][CH3:22])[CH:16]=3)=[CH:13][CH:12]=[CH:11][N:10]=2)=[CH:4][C:3]=1[NH:23][C:24](=[O:36])[C:25]1[CH:30]=[C:29]([C:31]([F:34])([F:33])[F:32])[CH:28]=[CH:27][C:26]=1F.[CH3:37][N:38]([CH3:44])[CH:39]1[CH2:43][CH2:42][NH:41][CH2:40]1, predict the reaction product. The product is: [Cl:1][C:2]1[CH:7]=[CH:6][C:5]([O:8][C:9]2[C:14]([C:15]3[CH:20]=[CH:19][N:18]=[C:17]([NH:21][CH3:22])[CH:16]=3)=[CH:13][CH:12]=[CH:11][N:10]=2)=[CH:4][C:3]=1[NH:23][C:24](=[O:36])[C:25]1[CH:30]=[C:29]([C:31]([F:32])([F:33])[F:34])[CH:28]=[CH:27][C:26]=1[N:41]1[CH2:42][CH2:43][CH:39]([N:38]([CH3:44])[CH3:37])[CH2:40]1. (3) Given the reactants [F:1][C:2]([F:21])([F:20])[C:3]1[CH:4]=[C:5]([C@H:13]2[O:17][C:16](=[O:18])[NH:15][C@H:14]2[CH3:19])[CH:6]=[C:7]([C:9]([F:12])([F:11])[F:10])[CH:8]=1.[H-].[Na+].[Br:24][C:25]1[C:26]([CH2:33]Br)=[N:27][C:28]([Cl:32])=[CH:29][C:30]=1[CH3:31], predict the reaction product. The product is: [F:21][C:2]([F:1])([F:20])[C:3]1[CH:4]=[C:5]([C@H:13]2[O:17][C:16](=[O:18])[N:15]([CH2:33][C:26]3[C:25]([Br:24])=[C:30]([CH3:31])[CH:29]=[C:28]([Cl:32])[N:27]=3)[C@H:14]2[CH3:19])[CH:6]=[C:7]([C:9]([F:10])([F:11])[F:12])[CH:8]=1.